From a dataset of Full USPTO retrosynthesis dataset with 1.9M reactions from patents (1976-2016). Predict the reactants needed to synthesize the given product. (1) The reactants are: [H-].[Na+].[CH3:3][O:4][CH2:5][O:6][C:7]1[C:12]([C:13]2[CH:18]=[CH:17][CH:16]=[C:15]([Cl:19])[CH:14]=2)=[CH:11][C:10]([C:20](=[O:28])[NH:21][CH2:22][C:23]2([CH2:26][OH:27])[CH2:25][CH2:24]2)=[CH:9][C:8]=1[C:29]1[CH:34]=[CH:33][CH:32]=[C:31]([Cl:35])[CH:30]=1.C1OCCOCCOCCOCCOC1.[I-].[C:52]1([CH2:58][CH2:59][CH2:60][CH2:61]Br)[CH:57]=[CH:56][CH:55]=[CH:54][CH:53]=1. Given the product [CH3:3][O:4][CH2:5][O:6][C:7]1[C:8]([C:29]2[CH:34]=[CH:33][CH:32]=[C:31]([Cl:35])[CH:30]=2)=[CH:9][C:10]([C:20](=[O:28])[NH:21][CH2:22][C:23]2([CH2:26][O:27][CH2:61][CH2:60][CH2:59][CH2:58][C:52]3[CH:57]=[CH:56][CH:55]=[CH:54][CH:53]=3)[CH2:24][CH2:25]2)=[CH:11][C:12]=1[C:13]1[CH:18]=[CH:17][CH:16]=[C:15]([Cl:19])[CH:14]=1, predict the reactants needed to synthesize it. (2) Given the product [CH2:17]([NH:16][C:14]([C:4]1[S:3][C:2]([NH:1][C:24](=[O:33])[CH2:25][CH2:26][C:27]2[CH:32]=[CH:31][CH:30]=[CH:29][CH:28]=2)=[N:6][C:5]=1[CH2:7][C:8]1[CH:9]=[CH:10][CH:11]=[CH:12][CH:13]=1)=[O:15])[C:18]1[CH:19]=[CH:20][CH:21]=[CH:22][CH:23]=1, predict the reactants needed to synthesize it. The reactants are: [NH2:1][C:2]1[S:3][C:4]([C:14]([NH:16][CH2:17][C:18]2[CH:23]=[CH:22][CH:21]=[CH:20][CH:19]=2)=[O:15])=[C:5]([CH2:7][C:8]2[CH:13]=[CH:12][CH:11]=[CH:10][CH:9]=2)[N:6]=1.[C:24](Cl)(=[O:33])[CH2:25][CH2:26][C:27]1[CH:32]=[CH:31][CH:30]=[CH:29][CH:28]=1.C(N(CC)CC)C. (3) Given the product [CH3:27][C:19]1[N:20]=[C:21]([NH:23][C:24](=[O:26])[CH3:25])[S:22][C:18]=1[C:15]1([NH:28][S:7]([C:1]2[CH:6]=[CH:5][CH:4]=[CH:3][CH:2]=2)(=[O:9])=[O:8])[CH:14]=[N:13][CH:12]=[CH:17][NH:16]1, predict the reactants needed to synthesize it. The reactants are: [C:1]1([S:7](Cl)(=[O:9])=[O:8])[CH:6]=[CH:5][CH:4]=[CH:3][CH:2]=1.N[C:12]1[N:13]=[CH:14][C:15]([C:18]2[S:22][C:21]([NH:23][C:24](=[O:26])[CH3:25])=[N:20][C:19]=2[CH3:27])=[N:16][CH:17]=1.[N:28]1C=CC=CC=1.